From a dataset of Peptide-MHC class I binding affinity with 185,985 pairs from IEDB/IMGT. Regression. Given a peptide amino acid sequence and an MHC pseudo amino acid sequence, predict their binding affinity value. This is MHC class I binding data. (1) The peptide sequence is APDGFYPFK. The MHC is HLA-A24:03 with pseudo-sequence HLA-A24:03. The binding affinity (normalized) is 0.0847. (2) The peptide sequence is VRFPNITNL. The MHC is HLA-A31:01 with pseudo-sequence HLA-A31:01. The binding affinity (normalized) is 0.0847.